Dataset: Full USPTO retrosynthesis dataset with 1.9M reactions from patents (1976-2016). Task: Predict the reactants needed to synthesize the given product. (1) Given the product [Cl:1][C:2]1[C:3]([C:4]([O:6][CH3:7])=[O:5])=[CH:8][C:9]([F:13])=[C:10]([CH:11]=1)[O:14][CH2:15][CH:16]1[CH2:20][O:19][C:18]([CH3:21])([CH3:22])[N:17]1[C:23]([O:25][C:26]([CH3:29])([CH3:28])[CH3:27])=[O:24], predict the reactants needed to synthesize it. The reactants are: [Cl:1][C:2]1[CH:11]=[C:10](F)[C:9]([F:13])=[CH:8][C:3]=1[C:4]([O:6][CH3:7])=[O:5].[OH:14][CH2:15][CH:16]1[CH2:20][O:19][C:18]([CH3:22])([CH3:21])[N:17]1[C:23]([O:25][C:26]([CH3:29])([CH3:28])[CH3:27])=[O:24].[H-].[Na+]. (2) Given the product [CH:26]1([NH:31][C:10](=[O:12])[C@H:9]([NH:8][C:6](=[O:7])[O:5][C:1]([CH3:2])([CH3:3])[CH3:4])[C@H:13]([CH3:16])[CH2:14][CH3:15])[CH2:27][CH2:28][CH2:29][CH2:30]1, predict the reactants needed to synthesize it. The reactants are: [C:1]([O:5][C:6]([NH:8][C@H:9]([C@H:13]([CH3:16])[CH2:14][CH3:15])[C:10]([OH:12])=O)=[O:7])([CH3:4])([CH3:3])[CH3:2].CN(C(ON1N=N[C:27]2[CH:28]=[CH:29][CH:30]=[N:31][C:26]1=2)=[N+](C)C)C.F[P-](F)(F)(F)(F)F.C1(N)CCCC1.CCN(CC)CC. (3) Given the product [O:6]=[S:1]1(=[O:7])[CH2:5][CH2:4][CH2:3][N:2]1[C:9]1[CH:10]=[CH:11][C:12]([C:15]([N:17]2[CH2:22][CH2:21][N:20]([C:23]3[C:28]([CH3:29])=[CH:27][C:26]([CH2:30][CH3:31])=[CH:25][N:24]=3)[CH2:19][CH2:18]2)=[O:16])=[N:13][CH:14]=1, predict the reactants needed to synthesize it. The reactants are: [S:1]1(=[O:7])(=[O:6])[CH2:5][CH2:4][CH2:3][NH:2]1.Br[C:9]1[CH:10]=[CH:11][C:12]([C:15]([N:17]2[CH2:22][CH2:21][N:20]([C:23]3[C:28]([CH3:29])=[CH:27][C:26]([CH2:30][CH3:31])=[CH:25][N:24]=3)[CH2:19][CH2:18]2)=[O:16])=[N:13][CH:14]=1.